This data is from Forward reaction prediction with 1.9M reactions from USPTO patents (1976-2016). The task is: Predict the product of the given reaction. (1) The product is: [CH:19]([N:12]1[C:13]2[N:14]=[CH:15][N:16]=[CH:17][C:18]=2[C:10]([C:8]([C:4]2[CH:3]=[C:2]([NH:1][C:30](=[O:31])[C:29]3[CH:33]=[CH:34][CH:35]=[C:27]([C:24]4([C:23]([F:37])([F:36])[F:22])[N:26]=[N:25]4)[CH:28]=3)[CH:7]=[N:6][CH:5]=2)=[O:9])=[CH:11]1)([CH3:21])[CH3:20]. Given the reactants [NH2:1][C:2]1[CH:3]=[C:4]([C:8]([C:10]2[C:18]3[CH:17]=[N:16][CH:15]=[N:14][C:13]=3[N:12]([CH:19]([CH3:21])[CH3:20])[CH:11]=2)=[O:9])[CH:5]=[N:6][CH:7]=1.[F:22][C:23]([F:37])([F:36])[C:24]1([C:27]2[CH:28]=[C:29]([CH:33]=[CH:34][CH:35]=2)[C:30](O)=[O:31])[N:26]=[N:25]1, predict the reaction product. (2) Given the reactants Br[C:2]1[CH:7]=[CH:6][C:5]([N:8]2[CH:12]=[N:11][N:10]=[C:9]2[C:13]2[CH:18]=[CH:17][N:16]=[CH:15][CH:14]=2)=[CH:4][CH:3]=1.[C:19]([Si:21]([CH3:24])([CH3:23])[CH3:22])#[CH:20].O, predict the reaction product. The product is: [CH3:22][Si:21]([C:19]#[C:20][C:2]1[CH:7]=[CH:6][C:5]([N:8]2[CH:12]=[N:11][N:10]=[C:9]2[C:13]2[CH:18]=[CH:17][N:16]=[CH:15][CH:14]=2)=[CH:4][CH:3]=1)([CH3:24])[CH3:23]. (3) Given the reactants [F:1][C:2]1[CH:3]=[C:4]([C:8]2[CH:16]=[CH:15][C:11]([C:12]([OH:14])=O)=[CH:10][N:9]=2)[CH:5]=[CH:6][CH:7]=1.[N:17]1[C:22]2[CH2:23][CH2:24][O:25][CH2:26][C:21]=2[CH:20]=[N:19][C:18]=1[N:27]1[CH2:32][CH2:31][CH:30]([NH2:33])[CH2:29][CH2:28]1.CCN=C=NCCCN(C)C.[CH:45]1[CH:46]=[CH:47][C:48]2[N:53](O)N=N[C:49]=2[CH:50]=1.CN1CCOCC1, predict the reaction product. The product is: [N:17]1[C:22]2[CH2:23][CH2:24][O:25][CH2:26][C:21]=2[CH:20]=[N:19][C:18]=1[N:27]1[CH2:32][CH2:31][CH:30]([NH:33][C:12](=[O:14])[C:11]2[CH:15]=[CH:16][C:8]([C:4]3[CH:5]=[CH:6][CH:7]=[C:2]([F:1])[CH:3]=3)=[N:9][CH:10]=2)[CH2:29][CH2:28]1.[CH3:47][CH:48]1[CH:49]=[CH:50][CH:45]([CH3:46])[N:53]1[C:26]([C:21]1[CH:22]=[CH:23][C:18]([N:27]2[CH2:28][CH2:29][CH:30]([NH:33][C:12](=[O:14])[C:11]3[CH:15]=[CH:16][C:8]([C:4]4[CH:5]=[CH:6][CH:7]=[C:2]([F:1])[CH:3]=4)=[N:9][CH:10]=3)[CH2:31][CH2:32]2)=[N:19][CH:20]=1)=[O:25]. (4) Given the reactants C([O:3][C:4](=O)[CH:5]([CH2:9][N:10]([C:16]1[C:21]([N+:22]([O-])=O)=[CH:20][N:19]=[C:18]([Cl:25])[N:17]=1)[CH:11]1[CH2:15][CH2:14][CH2:13][CH2:12]1)[CH2:6][CH2:7][CH3:8])C.Cl, predict the reaction product. The product is: [Cl:25][C:18]1[N:19]=[CH:20][C:21]2[NH:22][C:4](=[O:3])[CH:5]([CH2:6][CH2:7][CH3:8])[CH2:9][N:10]([CH:11]3[CH2:15][CH2:14][CH2:13][CH2:12]3)[C:16]=2[N:17]=1. (5) Given the reactants Br[CH2:2][C:3]1[NH:8][C:7]([C:9]2[S:10][CH:11]=[CH:12][N:13]=2)=[N:6][CH:5]([C:14]2[CH:19]=[CH:18][C:17]([Cl:20])=[CH:16][C:15]=2[Cl:21])[C:4]=1[C:22]([O:24][CH2:25][CH3:26])=[O:23].Cl.[NH:28]1[CH2:33][CH2:32][O:31][CH2:30][CH:29]1[CH2:34][CH2:35][C:36]([OH:38])=[O:37], predict the reaction product. The product is: [Cl:21][C:15]1[CH:16]=[C:17]([Cl:20])[CH:18]=[CH:19][C:14]=1[CH:5]1[N:6]=[C:7]([C:9]2[S:10][CH:11]=[CH:12][N:13]=2)[NH:8][C:3]([CH2:2][N:28]2[CH2:33][CH2:32][O:31][CH2:30][CH:29]2[CH2:34][CH2:35][C:36]([OH:38])=[O:37])=[C:4]1[C:22]([O:24][CH2:25][CH3:26])=[O:23]. (6) The product is: [C:1]([O:5][C:6](=[O:39])[NH:7][C@H:8]1[CH2:9][CH2:10][C@H:11]([CH2:14][CH:15]2[CH:16]([C:18]3[C:27]4[C:22](=[CH:23][CH:24]=[C:25]([O:28][CH3:29])[N:26]=4)[N:21]=[CH:20][C:19]=3[O:30][CH2:31][C:32]3[CH:33]=[CH:34][CH:35]=[CH:36][CH:37]=3)[O:17][C:40](=[O:42])[O:38]2)[CH2:12][CH2:13]1)([CH3:4])([CH3:2])[CH3:3]. Given the reactants [C:1]([O:5][C:6](=[O:39])[NH:7][C@H:8]1[CH2:13][CH2:12][C@H:11]([CH2:14][CH:15]([OH:38])[CH:16]([C:18]2[C:27]3[C:22](=[CH:23][CH:24]=[C:25]([O:28][CH3:29])[N:26]=3)[N:21]=[CH:20][C:19]=2[O:30][CH2:31][C:32]2[CH:37]=[CH:36][CH:35]=[CH:34][CH:33]=2)[OH:17])[CH2:10][CH2:9]1)([CH3:4])([CH3:3])[CH3:2].[C:40](OCC)(=[O:42])C, predict the reaction product. (7) Given the reactants O.ON1C2C=CC=CC=2N=N1.[Cl:12][C:13]1[S:17][C:16]([C:18]([OH:20])=O)=[CH:15][CH:14]=1.Cl.CN(C)CCCN=C=NCC.CN1CCOCC1.[O:40]=[C:41]1[CH2:46][O:45][CH2:44][CH2:43][N:42]1[C:47]1[CH:52]=[CH:51][C:50]([NH:53][C:54]([CH:56]2[CH2:60][CH2:59][CH2:58][NH:57]2)=[O:55])=[CH:49][CH:48]=1, predict the reaction product. The product is: [O:40]=[C:41]1[CH2:46][O:45][CH2:44][CH2:43][N:42]1[C:47]1[CH:48]=[CH:49][C:50]([NH:53][C:54]([C@H:56]2[CH2:60][CH2:59][CH2:58][N:57]2[C:18]([C:16]2[S:17][C:13]([Cl:12])=[CH:14][CH:15]=2)=[O:20])=[O:55])=[CH:51][CH:52]=1. (8) Given the reactants [N+:1]([C:4]1[C:5]([C:9]([O:11][CH3:12])=[O:10])=[N:6][NH:7][CH:8]=1)([O-:3])=[O:2].CI.[C:15](=O)([O-])[O-].[K+].[K+].[CH3:21]C(C)=O, predict the reaction product. The product is: [CH3:15][N:6]1[C:5]([C:9]([O:11][CH3:12])=[O:10])=[C:4]([N+:1]([O-:3])=[O:2])[CH:8]=[N:7]1.[CH3:21][N:7]1[CH:8]=[C:4]([N+:1]([O-:3])=[O:2])[C:5]([C:9]([O:11][CH3:12])=[O:10])=[N:6]1. (9) The product is: [F:1][C:2]1[CH:3]=[CH:4][C:5]([C:8]2[C:12]([C:13]3[CH:18]=[CH:17][N:16]=[C:15]([C:19]([NH2:20])=[O:24])[CH:14]=3)=[CH:11][NH:10][N:9]=2)=[CH:6][CH:7]=1. Given the reactants [F:1][C:2]1[CH:7]=[CH:6][C:5]([C:8]2[C:12]([C:13]3[CH:18]=[CH:17][N:16]=[C:15]([C:19]#[N:20])[CH:14]=3)=[CH:11][NH:10][N:9]=2)=[CH:4][CH:3]=1.OO.C(=O)([O-])[O-:24].[K+].[K+].O, predict the reaction product.